This data is from Full USPTO retrosynthesis dataset with 1.9M reactions from patents (1976-2016). The task is: Predict the reactants needed to synthesize the given product. Given the product [CH3:11][C:5]1[C:4]2[C:8](=[CH:9][CH:10]=[C:2]([O:1][C:17]3[CH:16]=[CH:15][N:14]=[C:13]([NH2:12])[CH:18]=3)[CH:3]=2)[NH:7][CH:6]=1, predict the reactants needed to synthesize it. The reactants are: [OH:1][C:2]1[CH:3]=[C:4]2[C:8](=[CH:9][CH:10]=1)[NH:7][CH:6]=[C:5]2[CH3:11].[NH2:12][C:13]1[CH:18]=[C:17](Cl)[CH:16]=[CH:15][N:14]=1.[H-].[Na+].CS(C)=O.